Dataset: Cav3 T-type calcium channel HTS with 100,875 compounds. Task: Binary Classification. Given a drug SMILES string, predict its activity (active/inactive) in a high-throughput screening assay against a specified biological target. (1) The molecule is s1c(c(nc1NC(=O)C)C)c1nc(sc1)NCC=C. The result is 0 (inactive). (2) The compound is Brc1cc(C2n3[nH]nnc3=NC(=C2C(=O)Nc2c(OC)cccc2)C)ccc1. The result is 0 (inactive). (3) The compound is S(Oc1ccc(C(c2c([nH][nH]c2=O)C)c2c([nH][nH]c2=O)C)cc1)(=O)(=O)c1ccc(cc1)C. The result is 0 (inactive). (4) The compound is O=C1N(C2NC(=O)NC2N1)CCCC(O)=O. The result is 0 (inactive).